Dataset: Full USPTO retrosynthesis dataset with 1.9M reactions from patents (1976-2016). Task: Predict the reactants needed to synthesize the given product. (1) Given the product [Cl:10][C:9]1[C:4]([C:1](=[O:3])[CH:2]=[C:17]([N:19]([CH3:21])[CH3:20])[CH3:18])=[N:5][CH:6]=[C:7]([C:11]([F:13])([F:14])[F:12])[CH:8]=1, predict the reactants needed to synthesize it. The reactants are: [C:1]([C:4]1[C:9]([Cl:10])=[CH:8][C:7]([C:11]([F:14])([F:13])[F:12])=[CH:6][N:5]=1)(=[O:3])[CH3:2].CO[C:17](OC)([N:19]([CH3:21])[CH3:20])[CH3:18]. (2) Given the product [CH3:7][N:5]([CH3:6])[CH2:4][C:13]1[C:12]2[C:16](=[CH:17][CH:18]=[CH:19][C:11]=2[N+:8]([O-:10])=[O:9])[NH:15][CH:14]=1, predict the reactants needed to synthesize it. The reactants are: CN([CH2:4][N:5]([CH3:7])[CH3:6])C.[N+:8]([C:11]1[CH:19]=[CH:18][CH:17]=[C:16]2[C:12]=1[CH:13]=[CH:14][NH:15]2)([O-:10])=[O:9].[OH-].[Na+]. (3) Given the product [CH3:10][C:11]1[CH:12]=[CH:13][C:14]([O:15][C:16]2[CH:21]=[CH:20][C:19]([C:22]3[C:23]4=[N:28][S:6](=[O:8])(=[O:7])[CH2:5][CH2:4][N:24]4[CH:25]=[CH:26][CH:27]=3)=[CH:18][CH:17]=2)=[CH:29][CH:30]=1, predict the reactants needed to synthesize it. The reactants are: [H-].[Na+].Cl[CH2:4][CH2:5][S:6](Cl)(=[O:8])=[O:7].[CH3:10][C:11]1[CH:30]=[CH:29][C:14]([O:15][C:16]2[CH:21]=[CH:20][C:19]([C:22]3[C:23]([NH2:28])=[N:24][CH:25]=[CH:26][CH:27]=3)=[CH:18][CH:17]=2)=[CH:13][CH:12]=1. (4) Given the product [NH2:8][CH2:9][C:10]1[CH:15]=[CH:14][C:13]([CH2:16][N:17]2[CH2:22][CH2:21][CH2:20][CH2:19][CH2:18]2)=[N:12][CH:11]=1, predict the reactants needed to synthesize it. The reactants are: C(OC([NH:8][CH2:9][C:10]1[CH:11]=[N:12][C:13]([CH2:16][N:17]2[CH2:22][CH2:21][CH2:20][CH2:19][CH2:18]2)=[CH:14][CH:15]=1)=O)(C)(C)C.Cl. (5) Given the product [CH2:9]([S:8][C:6]1[C:5]([C:11]([NH:13][CH2:14][C:15]2[CH:20]=[CH:19][CH:18]=[C:17]([F:21])[CH:16]=2)=[O:12])=[C:4]([CH3:22])[CH:3]=[C:2]([N:26]2[CH2:27][CH:24]([OH:23])[CH2:25]2)[N:7]=1)[CH3:10], predict the reactants needed to synthesize it. The reactants are: Cl[C:2]1[N:7]=[C:6]([S:8][CH2:9][CH3:10])[C:5]([C:11]([NH:13][CH2:14][C:15]2[CH:20]=[CH:19][CH:18]=[C:17]([F:21])[CH:16]=2)=[O:12])=[C:4]([CH3:22])[CH:3]=1.[OH:23][CH:24]1[CH2:27][NH:26][CH2:25]1.C([O-])([O-])=O.[Cs+].[Cs+]. (6) Given the product [O:16]=[C:3]1[C:2]([NH:20][CH:18]([CH3:19])[CH3:17])=[N:11][C:10]2[C:5](=[CH:6][CH:7]=[C:8]([C:12]([O:14][CH3:15])=[O:13])[CH:9]=2)[NH:4]1, predict the reactants needed to synthesize it. The reactants are: Cl[C:2]1[C:3](=[O:16])[NH:4][C:5]2[C:10]([N:11]=1)=[CH:9][C:8]([C:12]([O:14][CH3:15])=[O:13])=[CH:7][CH:6]=2.[CH3:17][CH:18]([NH2:20])[CH3:19].CCN(C(C)C)C(C)C. (7) Given the product [ClH:1].[CH3:12][O:11][C:9]1[CH:8]=[CH:7][C:5]2[N:6]=[C:2]([N:18]3[CH2:17][CH2:16][N:15]4[CH2:19][CH2:20][CH2:21][CH2:22][CH:14]4[CH2:13]3)[S:3][C:4]=2[CH:10]=1, predict the reactants needed to synthesize it. The reactants are: [Cl:1][C:2]1[S:3][C:4]2[CH:10]=[C:9]([O:11][CH3:12])[CH:8]=[CH:7][C:5]=2[N:6]=1.[CH2:13]1[NH:18][CH2:17][CH2:16][N:15]2[CH2:19][CH2:20][CH2:21][CH2:22][CH:14]12.CCN(C(C)C)C(C)C.C([O-])(O)=O.[Na+].